This data is from Catalyst prediction with 721,799 reactions and 888 catalyst types from USPTO. The task is: Predict which catalyst facilitates the given reaction. (1) Reactant: [Cl:1][C:2]1[N:7]=[C:6]([C:8]([O:10]C)=[O:9])[CH:5]=[C:4]([N:12]2[CH2:17][CH2:16][O:15][CH2:14][CH2:13]2)[N:3]=1.O.CO.[OH-].[Li+]. Product: [Cl:1][C:2]1[N:7]=[C:6]([C:8]([OH:10])=[O:9])[CH:5]=[C:4]([N:12]2[CH2:13][CH2:14][O:15][CH2:16][CH2:17]2)[N:3]=1. The catalyst class is: 1. (2) Reactant: [Li+].[OH-].[CH3:3][C:4]1([C:19]([O:21]C)=[O:20])[CH2:8][CH2:7][N:6]([C:9]([O:11][CH2:12][C:13]2[CH:18]=[CH:17][CH:16]=[CH:15][CH:14]=2)=[O:10])[CH2:5]1. Product: [CH2:12]([O:11][C:9]([N:6]1[CH2:7][CH2:8][C:4]([CH3:3])([C:19]([OH:21])=[O:20])[CH2:5]1)=[O:10])[C:13]1[CH:14]=[CH:15][CH:16]=[CH:17][CH:18]=1. The catalyst class is: 8. (3) Reactant: [NH2:1][C:2]1[N:7]=[C:6]([C:8]2[O:9][CH:10]=[CH:11][CH:12]=2)[C:5]([C:13]#[N:14])=[C:4]([S:15]([CH3:18])(=O)=O)[N:3]=1.[CH2:19](S)C.C1CCN2C(=NCCC2)CC1. Product: [NH2:1][C:2]1[N:3]=[C:4]([S:15][CH2:18][CH3:19])[C:5]([C:13]#[N:14])=[C:6]([C:8]2[O:9][CH:10]=[CH:11][CH:12]=2)[N:7]=1. The catalyst class is: 57. (4) Reactant: [H-].[Al+3].[Li+].[H-].[H-].[H-].[CH3:7][C:8]([CH2:15][CH2:16][CH2:17][CH:18]([CH3:25])[CH2:19][CH2:20][CH2:21][CH:22]([CH3:24])[CH3:23])=[CH:9][CH2:10][C:11](OC)=[O:12].S([O-])([O-])(=O)=O.[Na+].[Na+]. Product: [CH3:7][C:8]([CH2:15][CH2:16][CH2:17][CH:18]([CH3:25])[CH2:19][CH2:20][CH2:21][CH:22]([CH3:24])[CH3:23])=[CH:9][CH2:10][CH2:11][OH:12]. The catalyst class is: 7. (5) Reactant: [O:1]1[C:5]2[CH:6]=[CH:7][CH:8]=[CH:9][C:4]=2[N:3]=[C:2]1[C:10]1[CH:11]=[CH:12][C:13]([NH:17][CH:18]2[CH2:23][CH2:22][O:21][CH2:20][CH2:19]2)=[C:14]([CH:16]=1)[NH2:15].[CH:24](=O)[C:25]1[CH:30]=[CH:29][C:28]([O:31][CH3:32])=[CH:27][CH:26]=1.OOS([O-])=O.[K+].C(=O)([O-])[O-].[K+].[K+]. Product: [O:1]1[C:5]2[CH:6]=[CH:7][CH:8]=[CH:9][C:4]=2[N:3]=[C:2]1[C:10]1[CH:11]=[CH:12][C:13]2[N:17]([CH:18]3[CH2:23][CH2:22][O:21][CH2:20][CH2:19]3)[C:24]([C:25]3[CH:30]=[CH:29][C:28]([O:31][CH3:32])=[CH:27][CH:26]=3)=[N:15][C:14]=2[CH:16]=1. The catalyst class is: 9. (6) Reactant: [CH2:1]([N:8]([CH2:26][C:27]1[CH:32]=[CH:31][CH:30]=[CH:29][CH:28]=1)[C:9]1[C:10]([F:25])=[C:11]([C:16](=[O:24])[CH2:17][C:18]2[CH:23]=[CH:22][N:21]=[CH:20][CH:19]=2)[C:12]([F:15])=[CH:13][CH:14]=1)[C:2]1[CH:7]=[CH:6][CH:5]=[CH:4][CH:3]=1.C(=O)([O-])[O-].[K+].[K+].[C:39](=[S:41])=[S:40].Br[CH2:43]Br. Product: [CH2:26]([N:8]([CH2:1][C:2]1[CH:3]=[CH:4][CH:5]=[CH:6][CH:7]=1)[C:9]1[C:10]([F:25])=[C:11]([C:16](=[O:24])[C:17](=[C:39]2[S:41][CH2:43][S:40]2)[C:18]2[CH:19]=[CH:20][N:21]=[CH:22][CH:23]=2)[C:12]([F:15])=[CH:13][CH:14]=1)[C:27]1[CH:32]=[CH:31][CH:30]=[CH:29][CH:28]=1. The catalyst class is: 58. (7) Reactant: [CH2:1]=O.[Cl:3][C:4]1[CH:5]=[C:6]([NH:11][C:12]2[C:21]3[C:16](=[CH:17][C:18]([O:24][CH2:25][C:26]4[N:30]=[C:29]([CH:31]5[CH2:36][CH2:35][NH:34][CH2:33][CH2:32]5)[O:28][N:27]=4)=[C:19]([O:22][CH3:23])[CH:20]=3)[N:15]=[CH:14][N:13]=2)[CH:7]=[CH:8][C:9]=1[Cl:10]. Product: [Cl:3][C:4]1[CH:5]=[C:6]([NH:11][C:12]2[C:21]3[C:16](=[CH:17][C:18]([O:24][CH2:25][C:26]4[N:30]=[C:29]([CH:31]5[CH2:36][CH2:35][N:34]([CH3:1])[CH2:33][CH2:32]5)[O:28][N:27]=4)=[C:19]([O:22][CH3:23])[CH:20]=3)[N:15]=[CH:14][N:13]=2)[CH:7]=[CH:8][C:9]=1[Cl:10]. The catalyst class is: 106. (8) Product: [Cl:2][C:3]1[CH:4]=[CH:5][C:6]([O:20][CH2:21][C:22]2[CH:27]=[CH:26][CH:25]=[CH:24][CH:23]=2)=[C:7]([CH2:9][N:10]2[C:14]([CH3:15])=[CH:13][C:12]([S:16]([NH2:1])(=[O:18])=[O:17])=[N:11]2)[CH:8]=1. The catalyst class is: 355. Reactant: [NH3:1].[Cl:2][C:3]1[CH:4]=[CH:5][C:6]([O:20][CH2:21][C:22]2[CH:27]=[CH:26][CH:25]=[CH:24][CH:23]=2)=[C:7]([CH2:9][N:10]2[C:14]([CH3:15])=[CH:13][C:12]([S:16](Cl)(=[O:18])=[O:17])=[N:11]2)[CH:8]=1. (9) Reactant: S(Cl)([Cl:3])=O.[C:5]([C:10]1[CH:11]=[C:12]([CH:16]=[CH:17][CH:18]=1)[C:13](O)=[O:14])(=[O:9])[CH:6]([CH3:8])[CH3:7]. Product: [C:5]([C:10]1[CH:11]=[C:12]([CH:16]=[CH:17][CH:18]=1)[C:13]([Cl:3])=[O:14])(=[O:9])[CH:6]([CH3:8])[CH3:7]. The catalyst class is: 11.